Predict the reactants needed to synthesize the given product. From a dataset of Full USPTO retrosynthesis dataset with 1.9M reactions from patents (1976-2016). (1) The reactants are: [CH2:1]([C:4]1[CH:13]=[CH:12][C:11]2[N:10]=[CH:9][CH:8]=[CH:7][C:6]=2[C:5]=1[OH:14])[CH:2]=[CH2:3]. Given the product [CH:1](/[C:4]1[CH:13]=[CH:12][C:11]2[N:10]=[CH:9][CH:8]=[CH:7][C:6]=2[C:5]=1[OH:14])=[CH:2]\[CH3:3], predict the reactants needed to synthesize it. (2) Given the product [CH:35]1([CH2:34][N:14]2[C:13](=[O:15])[O:12][N:11]=[C:10]2[C:8]2[CH:7]=[C:6]([C:16]([F:17])([F:19])[F:18])[N:5]=[C:4]([CH:1]3[CH2:2][CH2:3]3)[N:9]=2)[CH2:36][CH2:37][CH2:38][CH2:33]1, predict the reactants needed to synthesize it. The reactants are: [CH:1]1([C:4]2[N:9]=[C:8]([C:10]3[NH:11][O:12][C:13](=[O:15])[N:14]=3)[CH:7]=[C:6]([C:16]([F:19])([F:18])[F:17])[N:5]=2)[CH2:3][CH2:2]1.[C:33]1(P([C:33]2[CH:38]=[CH:37][CH:36]=[CH:35][CH:34]=2)[C:33]2[CH:38]=[CH:37][CH:36]=[CH:35][CH:34]=2)[CH:38]=[CH:37][CH:36]=[CH:35][CH:34]=1.C(OC(N=NC(OCC)=O)=O)C.C1(CO)CCCC1.